From a dataset of Reaction yield outcomes from USPTO patents with 853,638 reactions. Predict the reaction yield, written as a fraction of the theoretical maximum amount of product (1.0 means a 100% yield; for example, 0.34 means a 34% yield). (1) The catalyst is CN(C=O)C.CN(C1C=CN=CC=1)C.O.CCOC(C)=O. The product is [C:37]([N:6]([C:7]1[NH:11][C:10]2[C:12]([C@H:27]3[CH2:31][CH2:30][CH2:29][O:28]3)=[C:13]([F:26])[C:14]([C:16]3[CH:17]=[N:18][C:19]([C:22]([OH:25])([CH3:24])[CH3:23])=[N:20][CH:21]=3)=[CH:15][C:9]=2[N:8]=1)[C:4](=[O:5])[N:3]([C:37]([O:36][C:33]([CH3:35])([CH3:34])[CH3:32])=[O:38])[CH2:1][CH3:2])([O:36][C:33]([CH3:35])([CH3:34])[CH3:32])=[O:38]. The reactants are [CH2:1]([NH:3][C:4]([NH:6][C:7]1[NH:11][C:10]2[C:12]([C@H:27]3[CH2:31][CH2:30][CH2:29][O:28]3)=[C:13]([F:26])[C:14]([C:16]3[CH:17]=[N:18][C:19]([C:22]([OH:25])([CH3:24])[CH3:23])=[N:20][CH:21]=3)=[CH:15][C:9]=2[N:8]=1)=[O:5])[CH3:2].[CH3:32][C:33]([O:36][C:37](O[C:37]([O:36][C:33]([CH3:35])([CH3:34])[CH3:32])=[O:38])=[O:38])([CH3:35])[CH3:34]. The yield is 0.731. (2) The reactants are C[O:2][C:3]([C:5]12[CH2:12][CH2:11][C:8]([O:13][CH2:14][CH2:15][O:16][CH2:17][CH2:18][N:19]3[CH:23]=[C:22]([C:24]4[CH:32]=[CH:31][C:27]5[O:28][CH2:29][O:30][C:26]=5[CH:25]=4)[C:21]([C:33]4[CH:38]=[CH:37][CH:36]=[C:35]([CH3:39])[N:34]=4)=[N:20]3)([CH2:9][CH2:10]1)[CH2:7][CH2:6]2)=[O:4]. The catalyst is Cl. The product is [O:28]1[C:27]2[CH:31]=[CH:32][C:24]([C:22]3[C:21]([C:33]4[CH:38]=[CH:37][CH:36]=[C:35]([CH3:39])[N:34]=4)=[N:20][N:19]([CH2:18][CH2:17][O:16][CH2:15][CH2:14][O:13][C:8]45[CH2:7][CH2:6][C:5]([C:3]([OH:4])=[O:2])([CH2:12][CH2:11]4)[CH2:10][CH2:9]5)[CH:23]=3)=[CH:25][C:26]=2[O:30][CH2:29]1. The yield is 0.110. (3) The reactants are C(OC([NH:11][CH2:12][CH2:13][C:14]1[CH:19]=[CH:18][C:17]([CH2:20][C@H:21]([O:27][CH2:28][CH3:29])[C:22]([O:24][CH2:25][CH3:26])=[O:23])=[CH:16][CH:15]=1)=O)C1C=CC=CC=1. The catalyst is C(OCC)(=O)C.[Pd]. The product is [NH2:11][CH2:12][CH2:13][C:14]1[CH:19]=[CH:18][C:17]([CH2:20][C@H:21]([O:27][CH2:28][CH3:29])[C:22]([O:24][CH2:25][CH3:26])=[O:23])=[CH:16][CH:15]=1. The yield is 0.520. (4) The reactants are C([O:3][C:4]([C:6]1[CH:7]=[C:8]2[C:13](=[CH:14][CH:15]=1)[NH:12][CH:11]([C:16]1[CH:17]=[C:18]([C:22]3[CH:27]=[CH:26][C:25]([C:28](=[O:33])[NH:29][CH:30]([CH3:32])[CH3:31])=[CH:24][CH:23]=3)[CH:19]=[CH:20][CH:21]=1)[C:10]([CH3:35])([CH3:34])[CH2:9]2)=[O:5])C.[OH-].[Na+].Cl. The catalyst is CO.O1CCCC1.O. The product is [CH:30]([NH:29][C:28]([C:25]1[CH:24]=[CH:23][C:22]([C:18]2[CH:19]=[CH:20][CH:21]=[C:16]([CH:11]3[C:10]([CH3:34])([CH3:35])[CH2:9][C:8]4[C:13](=[CH:14][CH:15]=[C:6]([C:4]([OH:5])=[O:3])[CH:7]=4)[NH:12]3)[CH:17]=2)=[CH:27][CH:26]=1)=[O:33])([CH3:32])[CH3:31]. The yield is 0.900. (5) The reactants are [C:1]([N:8]1[CH2:13][CH2:12][CH2:11][CH2:10][C:9]1=O)([O:3][C:4]([CH3:7])([CH3:6])[CH3:5])=[O:2].S(C1C=CC(C)=CC=1)(O)(=O)=O.[CH:26]1([O:31][C:32](=[O:37])[C:33]([CH3:36])([CH3:35])[NH2:34])[CH2:30][CH2:29][CH2:28][CH2:27]1.C(O[BH-](OC(=O)C)OC(=O)C)(=O)C.[Na+].C(OCC)(=O)C. The catalyst is ClC(Cl)C. The product is [CH:26]1([O:31][C:32](=[O:37])[C:33]([NH:34][CH:11]2[CH2:12][CH2:13][N:8]([C:1]([O:3][C:4]([CH3:7])([CH3:6])[CH3:5])=[O:2])[CH2:9][CH2:10]2)([CH3:35])[CH3:36])[CH2:27][CH2:28][CH2:29][CH2:30]1. The yield is 0.840. (6) The reactants are [CH3:1][O:2][C:3]1[CH:4]=[C:5]([C:12]2[CH:13]=[CH:14][C:15]([N:18]3[CH2:24][CH2:23][CH2:22][N:21]([C:25]4[CH:30]=[CH:29][C:28]([C:31]5[CH:36]=[C:35]([O:37][CH3:38])[C:34]([CH3:39])=[C:33]([O:40][CH3:41])[CH:32]=5)=[CH:27][N:26]=4)[CH2:20][CH2:19]3)=[N:16][CH:17]=2)[CH:6]=[C:7]([O:10][CH3:11])[C:8]=1[CH3:9].[CH3:42][S:43]([OH:46])(=[O:45])=[O:44]. The catalyst is CO. The product is [CH3:42][S:43]([OH:46])(=[O:45])=[O:44].[CH3:42][S:43]([OH:46])(=[O:45])=[O:44].[CH3:41][O:40][C:33]1[CH:32]=[C:31]([C:28]2[CH:29]=[CH:30][C:25]([N:21]3[CH2:22][CH2:23][CH2:24][N:18]([C:15]4[CH:14]=[CH:13][C:12]([C:5]5[CH:4]=[C:3]([O:2][CH3:1])[C:8]([CH3:9])=[C:7]([O:10][CH3:11])[CH:6]=5)=[CH:17][N:16]=4)[CH2:19][CH2:20]3)=[N:26][CH:27]=2)[CH:36]=[C:35]([O:37][CH3:38])[C:34]=1[CH3:39]. The yield is 0.640.